From a dataset of Forward reaction prediction with 1.9M reactions from USPTO patents (1976-2016). Predict the product of the given reaction. (1) Given the reactants [F:1][C:2]1[CH:7]=[CH:6][C:5]([C:8]2[CH:13]=[CH:12][N:11]=[CH:10][C:9]=2[N:14]([CH3:28])[C:15](=[O:27])[C:16]2[CH:21]=[C:20]([C:22]([F:25])([F:24])[F:23])[CH:19]=[C:18]([SH:26])[CH:17]=2)=[C:4]([O:29][CH3:30])[CH:3]=1.I[CH:32]1[CH2:35][O:34][CH2:33]1.CCN(C(C)C)C(C)C.[NH4+].[Cl-], predict the reaction product. The product is: [F:1][C:2]1[CH:7]=[CH:6][C:5]([C:8]2[CH:13]=[CH:12][N:11]=[CH:10][C:9]=2[N:14]([CH3:28])[C:15](=[O:27])[C:16]2[CH:21]=[C:20]([C:22]([F:25])([F:24])[F:23])[CH:19]=[C:18]([S:26][CH:32]3[CH2:35][O:34][CH2:33]3)[CH:17]=2)=[C:4]([O:29][CH3:30])[CH:3]=1. (2) Given the reactants FC(C(C(F)(F)F)C(O)=O)(F)F.[N:13]1([C:19]([CH:21]2[C:23]3([CH2:28][CH2:27][N:26]([CH:29]4[CH2:34][CH2:33][O:32][CH2:31][CH2:30]4)[CH2:25][CH2:24]3)[CH2:22]2)=[O:20])[CH2:18][CH2:17][NH:16][CH2:15][CH2:14]1.[C:35]1(=O)[CH2:40][CH2:39][CH2:38][CH2:37][CH2:36]1.C([BH3-])#N.C[NH+](C)C, predict the reaction product. The product is: [CH:35]1([N:16]2[CH2:17][CH2:18][N:13]([C:19]([CH:21]3[C:23]4([CH2:24][CH2:25][N:26]([CH:29]5[CH2:34][CH2:33][O:32][CH2:31][CH2:30]5)[CH2:27][CH2:28]4)[CH2:22]3)=[O:20])[CH2:14][CH2:15]2)[CH2:40][CH2:39][CH2:38][CH2:37][CH2:36]1. (3) Given the reactants [Cl:1][C:2]1[CH:3]=[CH:4][C:5]([CH2:11][O:12][CH:13]2[CH2:17][CH2:16][CH2:15][CH2:14]2)=[C:6]([CH:10]=1)[C:7]([OH:9])=O.Cl.[NH2:19][C@H:20]([C:22]1[CH:31]=[CH:30][C:25]([C:26]([O:28][CH3:29])=[O:27])=[CH:24][CH:23]=1)[CH3:21], predict the reaction product. The product is: [Cl:1][C:2]1[CH:3]=[CH:4][C:5]([CH2:11][O:12][CH:13]2[CH2:17][CH2:16][CH2:15][CH2:14]2)=[C:6]([CH:10]=1)[C:7]([NH:19][C@H:20]([C:22]1[CH:31]=[CH:30][C:25]([C:26]([O:28][CH3:29])=[O:27])=[CH:24][CH:23]=1)[CH3:21])=[O:9]. (4) Given the reactants [C:1]([NH:4][C:5]1[S:6][C:7]([C:11]2[S:15][C:14]([S:16](Cl)(=[O:18])=[O:17])=[CH:13][CH:12]=2)=[C:8]([CH3:10])[N:9]=1)(=[O:3])[CH3:2].[C:20]([NH:23][CH2:24][CH2:25][NH2:26])(=[O:22])[CH3:21].CCN(C(C)C)C(C)C, predict the reaction product. The product is: [C:20]([NH:23][CH2:24][CH2:25][NH:26][S:16]([C:14]1[S:15][C:11]([C:7]2[S:6][C:5]([NH:4][C:1](=[O:3])[CH3:2])=[N:9][C:8]=2[CH3:10])=[CH:12][CH:13]=1)(=[O:18])=[O:17])(=[O:22])[CH3:21]. (5) Given the reactants [CH:1]1([C:7]2[C:15]3[C:10](=[CH:11][C:12]([C:16]([O:18][CH3:19])=[O:17])=[CH:13][CH:14]=3)[NH:9][C:8]=2[C:20]2[CH:25]=[CH:24][C:23]([O:26][CH3:27])=[CH:22][C:21]=2[CH2:28][O:29][Si:30]([CH:37]([CH3:39])[CH3:38])([CH:34]([CH3:36])[CH3:35])[CH:31]([CH3:33])[CH3:32])[CH2:6][CH2:5][CH2:4][CH2:3][CH2:2]1.CN(C=O)C.[CH2:45](Br)[C:46]#[CH:47], predict the reaction product. The product is: [CH3:19][O:18][C:16]([C:12]1[CH:11]=[C:10]2[C:15]([C:7]([CH:1]3[CH2:6][CH2:5][CH2:4][CH2:3][CH2:2]3)=[C:8]([C:20]3[CH:25]=[CH:24][C:23]([O:26][CH3:27])=[CH:22][C:21]=3[CH2:28][O:29][Si:30]([CH:31]([CH3:32])[CH3:33])([CH:37]([CH3:39])[CH3:38])[CH:34]([CH3:36])[CH3:35])[N:9]2[CH2:47][C:46]#[CH:45])=[CH:14][CH:13]=1)=[O:17]. (6) Given the reactants [CH2:1]([O:3][CH2:4][C:5]1[N:6]([CH2:18][C:19]2([OH:32])[CH2:24][CH2:23][N:22]([C:25]([O:27][C:28]([CH3:31])([CH3:30])[CH3:29])=[O:26])[CH2:21][CH2:20]2)[C:7]2[C:16]3[CH:15]=[CH:14][CH:13]=[CH:12][C:11]=3[N:10]=[CH:9][C:8]=2[N:17]=1)[CH3:2].[H-].[Na+].[CH:35]([S:37]([CH3:40])(=[O:39])=[O:38])=[CH2:36], predict the reaction product. The product is: [CH2:1]([O:3][CH2:4][C:5]1[N:6]([CH2:18][C:19]2([O:32][CH2:36][CH2:35][S:37]([CH3:40])(=[O:39])=[O:38])[CH2:24][CH2:23][N:22]([C:25]([O:27][C:28]([CH3:31])([CH3:30])[CH3:29])=[O:26])[CH2:21][CH2:20]2)[C:7]2[C:16]3[CH:15]=[CH:14][CH:13]=[CH:12][C:11]=3[N:10]=[CH:9][C:8]=2[N:17]=1)[CH3:2]. (7) Given the reactants [OH-].[Na+].[Cl:3][C:4]1[CH:5]=[C:6]([C@H:10]([N:23]2[C:27](=[O:28])[CH2:26][CH2:25][C@@H:24]2[C:29]([O:31]CC)=[O:30])[C@@H:11]([C:16]2[CH:21]=[CH:20][C:19]([Cl:22])=[CH:18][CH:17]=2)[NH:12][CH:13]([CH3:15])[CH3:14])[CH:7]=[CH:8][CH:9]=1, predict the reaction product. The product is: [Cl:3][C:4]1[CH:5]=[C:6]([C@H:10]([N:23]2[C:27](=[O:28])[CH2:26][CH2:25][C@@H:24]2[C:29]([OH:31])=[O:30])[C@@H:11]([C:16]2[CH:21]=[CH:20][C:19]([Cl:22])=[CH:18][CH:17]=2)[NH:12][CH:13]([CH3:15])[CH3:14])[CH:7]=[CH:8][CH:9]=1.